From a dataset of Full USPTO retrosynthesis dataset with 1.9M reactions from patents (1976-2016). Predict the reactants needed to synthesize the given product. (1) The reactants are: [CH2:1]([N:3]([CH3:23])[C:4]([N:6]1[CH2:11][CH:10]([C:12]2[CH:17]=[CH:16][C:15]([CH2:18][CH3:19])=[CH:14][CH:13]=2)[CH2:9][CH:8]([C:20]([OH:22])=O)[CH2:7]1)=[O:5])[CH3:2].O[NH:25][C:26](=[NH:34])[CH2:27][N:28]1[CH2:33][CH2:32][O:31][CH2:30][CH2:29]1. Given the product [CH2:1]([N:3]([CH3:23])[C:4]([N:6]1[CH2:7][CH:8]([C:20]2[O:22][N:34]=[C:26]([CH2:27][N:28]3[CH2:33][CH2:32][O:31][CH2:30][CH2:29]3)[N:25]=2)[CH2:9][CH:10]([C:12]2[CH:17]=[CH:16][C:15]([CH2:18][CH3:19])=[CH:14][CH:13]=2)[CH2:11]1)=[O:5])[CH3:2], predict the reactants needed to synthesize it. (2) Given the product [NH2:15][CH2:14][C:9]([C:4]1[CH:5]=[C:6]([Cl:8])[CH:7]=[C:2]([Cl:1])[CH:3]=1)([OH:18])[C:10]([F:12])([F:11])[F:13], predict the reactants needed to synthesize it. The reactants are: [Cl:1][C:2]1[CH:3]=[C:4]([C:9]([OH:18])([CH2:14][N+:15]([O-])=O)[C:10]([F:13])([F:12])[F:11])[CH:5]=[C:6]([Cl:8])[CH:7]=1.[Sn](Cl)Cl.Cl.C(=O)([O-])[O-].[K+].[K+].